Task: Predict which catalyst facilitates the given reaction.. Dataset: Catalyst prediction with 721,799 reactions and 888 catalyst types from USPTO (1) Reactant: [C:1]12([C:11]([CH3:14])([OH:13])[CH3:12])[CH2:10][CH:5]3[CH2:6][CH:7]([CH2:9][CH:3]([CH2:4]3)[CH2:2]1)[CH2:8]2.C(N(CC)CC)C.O1CCCC1.[F:27][C:28]([F:35])([F:34])[C:29](=[CH2:33])[C:30](Cl)=[O:31]. Product: [F:27][C:28]([F:35])([F:34])[C:29](=[CH2:33])[C:30]([O:13][C:11]([C:1]12[CH2:8][CH:7]3[CH2:6][CH:5]([CH2:4][CH:3]([CH2:9]3)[CH2:2]1)[CH2:10]2)([CH3:14])[CH3:12])=[O:31]. The catalyst class is: 6. (2) Reactant: N(C(OCC)=O)=NC(OCC)=O.[CH3:13][N:14]([CH2:16][CH:17]1[CH2:26][CH2:25][C:24]2[C:19](=[CH:20][CH:21]=[C:22]([OH:27])[CH:23]=2)[CH2:18]1)[CH3:15].[CH3:28][O:29][C:30]1[CH:46]=[CH:45][C:33]([C:34]([O:36][C:37]2[CH:42]=[CH:41][C:40]([CH2:43]O)=[CH:39][CH:38]=2)=[O:35])=[CH:32][CH:31]=1.C1(P(C2C=CC=CC=2)C2C=CC=CC=2)C=CC=CC=1. Product: [CH3:15][N:14]([CH2:16][CH:17]1[CH2:26][CH2:25][C:24]2[C:19](=[CH:20][CH:21]=[C:22]([O:27][CH2:43][C:40]3[CH:39]=[CH:38][C:37]([O:36][C:34]([C:33]4[CH:32]=[CH:31][C:30]([O:29][CH3:28])=[CH:46][CH:45]=4)=[O:35])=[CH:42][CH:41]=3)[CH:23]=2)[CH2:18]1)[CH3:13]. The catalyst class is: 1. (3) Reactant: [CH2:1]([C:8]1[CH:9]=[N:10][C:11]2[C:16]([C:17]=1[C:18]1[CH:19]=[C:20]([OH:24])[CH:21]=[CH:22][CH:23]=1)=[CH:15][CH:14]=[CH:13][C:12]=2[C:25]([F:28])([F:27])[F:26])[C:2]1[CH:7]=[CH:6][CH:5]=[CH:4][CH:3]=1.Cl[C:30]1[N:31]=[CH:32][C:33]([C:36]([O:38][CH3:39])=[O:37])=[N:34][CH:35]=1.C(=O)([O-])[O-].[Cs+].[Cs+]. The catalyst class is: 3. Product: [CH3:39][O:38][C:36]([C:33]1[CH:32]=[N:31][C:30]([O:24][C:20]2[CH:21]=[CH:22][CH:23]=[C:18]([C:17]3[C:16]4[C:11](=[C:12]([C:25]([F:28])([F:26])[F:27])[CH:13]=[CH:14][CH:15]=4)[N:10]=[CH:9][C:8]=3[CH2:1][C:2]3[CH:3]=[CH:4][CH:5]=[CH:6][CH:7]=3)[CH:19]=2)=[CH:35][N:34]=1)=[O:37]. (4) Reactant: Cl[C:2]1[C:11]2[C:6](=[C:7]([Cl:12])[CH:8]=[CH:9][CH:10]=2)[N:5]=[C:4]([CH3:13])[C:3]=1[CH3:14].[Br:15][C:16]1[CH:17]=[CH:18][C:19]([N:23]2[CH2:28][CH2:27][O:26][CH2:25][CH2:24]2)=[C:20]([NH2:22])[CH:21]=1.Cl.O1CCOCC1. Product: [Br:15][C:16]1[CH:17]=[CH:18][C:19]([N:23]2[CH2:24][CH2:25][O:26][CH2:27][CH2:28]2)=[C:20]([NH:22][C:2]2[C:11]3[C:6](=[C:7]([Cl:12])[CH:8]=[CH:9][CH:10]=3)[N:5]=[C:4]([CH3:13])[C:3]=2[CH3:14])[CH:21]=1. The catalyst class is: 5. (5) Reactant: [CH3:1][O:2][C:3]([C@@H:5]1[C@H:9]([OH:10])[CH2:8][CH2:7][N:6]1[C:11]([O:13][C:14]([CH3:17])([CH3:16])[CH3:15])=[O:12])=[O:4].N1C=CN=C1.[Si:23](Cl)([C:26]([CH3:29])([CH3:28])[CH3:27])([CH3:25])[CH3:24]. Product: [CH3:1][O:2][C:3]([C@@H:5]1[C@H:9]([O:10][Si:23]([C:26]([CH3:29])([CH3:28])[CH3:27])([CH3:25])[CH3:24])[CH2:8][CH2:7][N:6]1[C:11]([O:13][C:14]([CH3:17])([CH3:16])[CH3:15])=[O:12])=[O:4]. The catalyst class is: 2. (6) Reactant: [CH2:1]([N:8]1[C:12]([C:13]([F:16])([F:15])[F:14])=[C:11]([CH3:17])[C:10]([C:18]2[CH:23]=[CH:22][C:21]([Cl:24])=[CH:20][CH:19]=2)=[C:9]1[C:25]([N:27]([CH2:31][C:32]([O:34]C(C)(C)C)=O)[CH2:28][CH2:29][OH:30])=[O:26])[C:2]1[CH:7]=[CH:6][CH:5]=[CH:4][CH:3]=1.C(O)(C(F)(F)F)=O. Product: [CH2:1]([N:8]1[C:12]([C:13]([F:14])([F:15])[F:16])=[C:11]([CH3:17])[C:10]([C:18]2[CH:19]=[CH:20][C:21]([Cl:24])=[CH:22][CH:23]=2)=[C:9]1[C:25]([N:27]1[CH2:31][CH2:32][O:34][C:29](=[O:30])[CH2:28]1)=[O:26])[C:2]1[CH:7]=[CH:6][CH:5]=[CH:4][CH:3]=1. The catalyst class is: 2. (7) Reactant: [Cl:1][C:2]1[CH:7]=[CH:6][C:5]([N+:8]([O-:10])=[O:9])=[CH:4][C:3]=1[N:11]=[C:12](Cl)Cl.[CH2:15]([NH2:19])[CH2:16][CH2:17][NH2:18]. Product: [Cl:1][C:2]1[CH:7]=[CH:6][C:5]([N+:8]([O-:10])=[O:9])=[CH:4][C:3]=1[N:11]=[C:12]1[NH:19][CH2:15][CH2:16][CH2:17][NH:18]1. The catalyst class is: 7.